This data is from TCR-epitope binding with 47,182 pairs between 192 epitopes and 23,139 TCRs. The task is: Binary Classification. Given a T-cell receptor sequence (or CDR3 region) and an epitope sequence, predict whether binding occurs between them. (1) The epitope is VLWAHGFEL. The TCR CDR3 sequence is CASSLDWGGNEQFF. Result: 1 (the TCR binds to the epitope). (2) The epitope is KAFSPEVIPMF. The TCR CDR3 sequence is CASSLGFWQVNTGELFF. Result: 0 (the TCR does not bind to the epitope). (3) The epitope is KRWIILGLNK. The TCR CDR3 sequence is CASSLGTSDLYEQYF. Result: 1 (the TCR binds to the epitope). (4) The epitope is QARQMVQAMRTIGTHP. The TCR CDR3 sequence is CASSLDLGLGSPLHF. Result: 0 (the TCR does not bind to the epitope). (5) The epitope is DRFYKTLRAEQASQEV. The TCR CDR3 sequence is CASSYSIPGIIGMNTEAFF. Result: 0 (the TCR does not bind to the epitope). (6) The epitope is RLRAEAQVK. The TCR CDR3 sequence is CASSYSGSGELFF. Result: 1 (the TCR binds to the epitope). (7) The epitope is HSKKKCDEL. The TCR CDR3 sequence is CASSHLEGLGEQNEQYF. Result: 0 (the TCR does not bind to the epitope). (8) The epitope is KLPDDFTGCV. The TCR CDR3 sequence is CASSDSAGDGGELFF. Result: 0 (the TCR does not bind to the epitope). (9) The epitope is TPGPGVRYPL. The TCR CDR3 sequence is CSVDRGQGYEQYF. Result: 0 (the TCR does not bind to the epitope). (10) The epitope is FRYMNSQGL. The TCR CDR3 sequence is CASNLGGGNQETQYF. Result: 0 (the TCR does not bind to the epitope).